Task: Predict the reactants needed to synthesize the given product.. Dataset: Full USPTO retrosynthesis dataset with 1.9M reactions from patents (1976-2016) Given the product [CH3:1][C:2]([O:26][CH:21]([C:10]1[N:11]([CH3:20])[C:12](=[O:19])[C:13]2[C:18]([C:9]=1[C:3]1[CH:4]=[CH:5][C:6]([CH3:8])=[CH:7][C:2]=1[CH3:1])=[CH:17][CH:16]=[CH:15][CH:14]=2)[C:22]([O:24][CH3:25])=[O:23])([CH3:7])[CH3:3], predict the reactants needed to synthesize it. The reactants are: [CH3:1][C:2]1[CH:7]=[C:6]([CH3:8])[CH:5]=[CH:4][C:3]=1[C:9]1[C:18]2[C:13](=[CH:14][CH:15]=[CH:16][CH:17]=2)[C:12](=[O:19])[N:11]([CH3:20])[C:10]=1[CH:21]([OH:26])[C:22]([O:24][CH3:25])=[O:23].Cl(O)(=O)(=O)=O.